From a dataset of Peptide-MHC class II binding affinity with 134,281 pairs from IEDB. Regression. Given a peptide amino acid sequence and an MHC pseudo amino acid sequence, predict their binding affinity value. This is MHC class II binding data. (1) The peptide sequence is NFTVGRIIELFTAKG. The binding affinity (normalized) is 0.346. The MHC is HLA-DPA10103-DPB10301 with pseudo-sequence HLA-DPA10103-DPB10301. (2) The peptide sequence is NYLALLVKFVAGDGD. The MHC is HLA-DPA10201-DPB10501 with pseudo-sequence HLA-DPA10201-DPB10501. The binding affinity (normalized) is 0.280. (3) The peptide sequence is NNAHHVCWLEASMLL. The MHC is DRB5_0101 with pseudo-sequence DRB5_0101. The binding affinity (normalized) is 0. (4) The peptide sequence is SCWAFSGVAATESAY. The MHC is HLA-DPA10201-DPB10501 with pseudo-sequence HLA-DPA10201-DPB10501. The binding affinity (normalized) is 0.153. (5) The MHC is HLA-DPA10201-DPB10501 with pseudo-sequence HLA-DPA10201-DPB10501. The binding affinity (normalized) is 0.416. The peptide sequence is LQSLWANFYELLADA. (6) The peptide sequence is QIGNRPGPSRGVQGF. The MHC is HLA-DQA10201-DQB10402 with pseudo-sequence HLA-DQA10201-DQB10402. The binding affinity (normalized) is 0. (7) The peptide sequence is GELQIVDKIDAAIKI. The MHC is DRB1_0701 with pseudo-sequence DRB1_0701. The binding affinity (normalized) is 0.595. (8) The peptide sequence is AAATAGRTVYGAFAA. The MHC is HLA-DQA10501-DQB10301 with pseudo-sequence HLA-DQA10501-DQB10301. The binding affinity (normalized) is 0.715. (9) The peptide sequence is NPYRTWHYCGSYVTK. The MHC is HLA-DQA10201-DQB10301 with pseudo-sequence HLA-DQA10201-DQB10301. The binding affinity (normalized) is 0. (10) The peptide sequence is VQYSRADEEQQQALS. The MHC is HLA-DQA10501-DQB10301 with pseudo-sequence HLA-DQA10501-DQB10301. The binding affinity (normalized) is 0.168.